This data is from Reaction yield outcomes from USPTO patents with 853,638 reactions. The task is: Predict the reaction yield, written as a fraction of the theoretical maximum amount of product (1.0 means a 100% yield; for example, 0.34 means a 34% yield). The reactants are [C:1]1([CH2:7][S:8]([NH:11][C:12]2[CH:13]=[C:14]([NH:18][C:19]3[O:20][C:21]([C:24]4[N:25](C(OC(C)(C)C)=O)[C:26]5[C:31]([CH:32]=4)=[CH:30][CH:29]=[CH:28][CH:27]=5)=[CH:22][N:23]=3)[CH:15]=[CH:16][CH:17]=2)(=[O:10])=[O:9])[CH:6]=[CH:5][CH:4]=[CH:3][CH:2]=1.FC(F)(F)C(O)=O. The catalyst is C(Cl)Cl. The product is [NH:25]1[C:26]2[C:31](=[CH:30][CH:29]=[CH:28][CH:27]=2)[CH:32]=[C:24]1[C:21]1[O:20][C:19]([NH:18][C:14]2[CH:13]=[C:12]([NH:11][S:8]([CH2:7][C:1]3[CH:6]=[CH:5][CH:4]=[CH:3][CH:2]=3)(=[O:9])=[O:10])[CH:17]=[CH:16][CH:15]=2)=[N:23][CH:22]=1. The yield is 0.710.